From a dataset of Peptide-MHC class I binding affinity with 185,985 pairs from IEDB/IMGT. Regression. Given a peptide amino acid sequence and an MHC pseudo amino acid sequence, predict their binding affinity value. This is MHC class I binding data. (1) The peptide sequence is RKLTNPANK. The MHC is HLA-A02:19 with pseudo-sequence HLA-A02:19. The binding affinity (normalized) is 0.0847. (2) The peptide sequence is TSKLNHHFP. The MHC is HLA-A26:01 with pseudo-sequence HLA-A26:01. The binding affinity (normalized) is 0.0847. (3) The MHC is HLA-B51:01 with pseudo-sequence HLA-B51:01. The peptide sequence is ILFDRLPIA. The binding affinity (normalized) is 0.0847. (4) The peptide sequence is TLLESFLFY. The MHC is HLA-B57:01 with pseudo-sequence HLA-B57:01. The binding affinity (normalized) is 0.0847. (5) The peptide sequence is YLYNKYSFK. The MHC is HLA-A11:01 with pseudo-sequence HLA-A11:01. The binding affinity (normalized) is 0.763. (6) The peptide sequence is RTGTRLLGR. The MHC is HLA-B40:01 with pseudo-sequence HLA-B40:01. The binding affinity (normalized) is 0.0847. (7) The peptide sequence is LYQTFGRKL. The MHC is Patr-A0701 with pseudo-sequence Patr-A0701. The binding affinity (normalized) is 0.103.